This data is from Peptide-MHC class II binding affinity with 134,281 pairs from IEDB. The task is: Regression. Given a peptide amino acid sequence and an MHC pseudo amino acid sequence, predict their binding affinity value. This is MHC class II binding data. (1) The binding affinity (normalized) is 0.799. The peptide sequence is LRYYRITYGETGGNS. The MHC is DRB1_0101 with pseudo-sequence DRB1_0101. (2) The peptide sequence is FSSAGGFFTSVGKGI. The MHC is HLA-DQA10102-DQB10501 with pseudo-sequence HLA-DQA10102-DQB10501. The binding affinity (normalized) is 0. (3) The peptide sequence is VTVDAAVLAAIDADA. The MHC is DRB1_0101 with pseudo-sequence DRB1_0101. The binding affinity (normalized) is 0.374. (4) The peptide sequence is QIRMAKLLGRDPEQS. The MHC is HLA-DPA10301-DPB10402 with pseudo-sequence HLA-DPA10301-DPB10402. The binding affinity (normalized) is 0.272. (5) The peptide sequence is QIYFESYVRPFVATT. The MHC is DRB1_0301 with pseudo-sequence DRB1_0301. The binding affinity (normalized) is 0.346.